This data is from NCI-60 drug combinations with 297,098 pairs across 59 cell lines. The task is: Regression. Given two drug SMILES strings and cell line genomic features, predict the synergy score measuring deviation from expected non-interaction effect. (1) Drug 1: C1=CC(=C2C(=C1NCCNCCO)C(=O)C3=C(C=CC(=C3C2=O)O)O)NCCNCCO. Drug 2: CC1=C2C(C(=O)C3(C(CC4C(C3C(C(C2(C)C)(CC1OC(=O)C(C(C5=CC=CC=C5)NC(=O)C6=CC=CC=C6)O)O)OC(=O)C7=CC=CC=C7)(CO4)OC(=O)C)O)C)OC(=O)C. Cell line: A498. Synergy scores: CSS=40.1, Synergy_ZIP=0.715, Synergy_Bliss=2.31, Synergy_Loewe=4.14, Synergy_HSA=6.97. (2) Drug 1: C1=CN(C(=O)N=C1N)C2C(C(C(O2)CO)O)O.Cl. Drug 2: CC1=C(N=C(N=C1N)C(CC(=O)N)NCC(C(=O)N)N)C(=O)NC(C(C2=CN=CN2)OC3C(C(C(C(O3)CO)O)O)OC4C(C(C(C(O4)CO)O)OC(=O)N)O)C(=O)NC(C)C(C(C)C(=O)NC(C(C)O)C(=O)NCCC5=NC(=CS5)C6=NC(=CS6)C(=O)NCCC[S+](C)C)O. Cell line: SK-MEL-28. Synergy scores: CSS=38.1, Synergy_ZIP=-9.25, Synergy_Bliss=-2.92, Synergy_Loewe=-14.7, Synergy_HSA=-2.24. (3) Drug 1: CC1=C(C=C(C=C1)C(=O)NC2=CC(=CC(=C2)C(F)(F)F)N3C=C(N=C3)C)NC4=NC=CC(=N4)C5=CN=CC=C5. Drug 2: CCC1(CC2CC(C3=C(CCN(C2)C1)C4=CC=CC=C4N3)(C5=C(C=C6C(=C5)C78CCN9C7C(C=CC9)(C(C(C8N6C)(C(=O)OC)O)OC(=O)C)CC)OC)C(=O)OC)O.OS(=O)(=O)O. Cell line: IGROV1. Synergy scores: CSS=2.37, Synergy_ZIP=-1.97, Synergy_Bliss=-0.906, Synergy_Loewe=-3.90, Synergy_HSA=-0.898. (4) Cell line: 786-0. Drug 2: C1=CC(=CC=C1C#N)C(C2=CC=C(C=C2)C#N)N3C=NC=N3. Drug 1: C1=NC2=C(N1)C(=S)N=C(N2)N. Synergy scores: CSS=34.9, Synergy_ZIP=-5.15, Synergy_Bliss=-3.50, Synergy_Loewe=-7.83, Synergy_HSA=-1.51. (5) Drug 1: CC1C(C(CC(O1)OC2CC(CC3=C2C(=C4C(=C3O)C(=O)C5=C(C4=O)C(=CC=C5)OC)O)(C(=O)C)O)N)O.Cl. Drug 2: CC1C(C(=O)NC(C(=O)N2CCCC2C(=O)N(CC(=O)N(C(C(=O)O1)C(C)C)C)C)C(C)C)NC(=O)C3=C4C(=C(C=C3)C)OC5=C(C(=O)C(=C(C5=N4)C(=O)NC6C(OC(=O)C(N(C(=O)CN(C(=O)C7CCCN7C(=O)C(NC6=O)C(C)C)C)C)C(C)C)C)N)C. Cell line: OVCAR-4. Synergy scores: CSS=6.45, Synergy_ZIP=3.67, Synergy_Bliss=7.02, Synergy_Loewe=6.79, Synergy_HSA=6.47. (6) Drug 1: CC1=CC2C(CCC3(C2CCC3(C(=O)C)OC(=O)C)C)C4(C1=CC(=O)CC4)C. Drug 2: CC(C1=C(C=CC(=C1Cl)F)Cl)OC2=C(N=CC(=C2)C3=CN(N=C3)C4CCNCC4)N. Cell line: SR. Synergy scores: CSS=27.8, Synergy_ZIP=-5.06, Synergy_Bliss=-8.63, Synergy_Loewe=-44.7, Synergy_HSA=-10.5.